Dataset: Full USPTO retrosynthesis dataset with 1.9M reactions from patents (1976-2016). Task: Predict the reactants needed to synthesize the given product. (1) Given the product [S:8]1[C:12]2[CH:13]=[C:14]([N:17]3[CH2:21][CH2:20][N:19]([C:22]4[CH:23]=[C:24]5[CH:30]=[CH:29][NH:28][C:25]5=[N:26][CH:27]=4)[C:18]3=[O:39])[CH:15]=[CH:16][C:11]=2[N:10]=[CH:9]1, predict the reactants needed to synthesize it. The reactants are: Cl.O1CCOCC1.[S:8]1[C:12]2[CH:13]=[C:14]([N:17]3[CH2:21][CH2:20][N:19]([C:22]4[CH:23]=[C:24]5[CH:30]=[CH:29][N:28](COCC[Si](C)(C)C)[C:25]5=[N:26][CH:27]=4)[C:18]3=[O:39])[CH:15]=[CH:16][C:11]=2[N:10]=[CH:9]1.CO.C([O-])([O-])=O.[Na+].[Na+]. (2) Given the product [CH3:9][O:8][C:6]1[CH:5]=[CH:4][N:3]=[C:2]([N:10]2[CH2:15][CH2:14][NH:13][CH2:12][CH2:11]2)[N:7]=1, predict the reactants needed to synthesize it. The reactants are: Cl[C:2]1[N:7]=[C:6]([O:8][CH3:9])[CH:5]=[CH:4][N:3]=1.[NH:10]1[CH2:15][CH2:14][NH:13][CH2:12][CH2:11]1.O. (3) Given the product [CH3:11][C:10]1[C:5]([C:3]2[N:4]=[C:15]([C:14]3[CH:18]=[C:19]([OH:22])[CH:20]=[CH:21][C:13]=3[OH:12])[O:1][N:2]=2)=[N:6][CH:7]=[CH:8][CH:9]=1, predict the reactants needed to synthesize it. The reactants are: [OH:1][NH:2][C:3]([C:5]1[C:10]([CH3:11])=[CH:9][CH:8]=[CH:7][N:6]=1)=[NH:4].[OH:12][C:13]1[CH:21]=[CH:20][C:19]([OH:22])=[CH:18][C:14]=1[C:15](O)=O.